Dataset: Catalyst prediction with 721,799 reactions and 888 catalyst types from USPTO. Task: Predict which catalyst facilitates the given reaction. Reactant: C(OC(=O)[NH:7][CH2:8][C:9]1[CH:10]=[C:11]([C:15]2[CH:20]=[CH:19][CH:18]=[C:17]([CH2:21][NH:22][C:23]3[N:28]=[C:27]([NH:29][CH2:30][CH:31]4[CH2:36][CH2:35][CH:34]([N:37]5[CH2:42][CH2:41][N:40]([C:43](=[O:45])[CH3:44])[CH2:39][CH2:38]5)[CH2:33][CH2:32]4)[C:26]([N+:46]([O-:48])=[O:47])=[CH:25][N:24]=3)[C:16]=2[CH3:49])[CH:12]=[CH:13][CH:14]=1)(C)(C)C.Cl. Product: [C:43]([N:40]1[CH2:39][CH2:38][N:37]([C@H:34]2[CH2:33][CH2:32][C@H:31]([CH2:30][NH:29][C:27]3[C:26]([N+:46]([O-:48])=[O:47])=[CH:25][N:24]=[C:23]([NH:22][CH2:21][C:17]4[C:16]([CH3:49])=[C:15]([C:11]5[CH:12]=[CH:13][CH:14]=[C:9]([CH2:8][NH2:7])[CH:10]=5)[CH:20]=[CH:19][CH:18]=4)[N:28]=3)[CH2:36][CH2:35]2)[CH2:42][CH2:41]1)(=[O:45])[CH3:44]. The catalyst class is: 4.